Dataset: Full USPTO retrosynthesis dataset with 1.9M reactions from patents (1976-2016). Task: Predict the reactants needed to synthesize the given product. (1) Given the product [C:24]1([S:30]([CH:33]([CH2:44][CH:45]=[C:46]([CH3:54])[CH2:47][CH2:48][CH:49]=[C:50]([CH3:53])[CH2:51][OH:52])[CH:34]=[C:35]([CH3:43])[CH2:36][CH2:37][CH:38]=[C:39]([CH3:42])[CH2:40][OH:41])(=[O:32])=[O:31])[CH:25]=[CH:26][CH:27]=[CH:28][CH:29]=1, predict the reactants needed to synthesize it. The reactants are: C(O)(=O)C1C(=CC=CC=1)O.C(OO)(C)(C)C.C1(C)C=CC=CC=1.[C:24]1([S:30]([CH:33]([CH2:44][CH:45]=[C:46]([CH3:54])[CH2:47][CH2:48][CH:49]=[C:50]([CH3:53])[CH:51]=[O:52])[CH:34]=[C:35]([CH3:43])[CH2:36][CH2:37][CH:38]=[C:39]([CH3:42])[CH:40]=[O:41])(=[O:32])=[O:31])[CH:29]=[CH:28][CH:27]=[CH:26][CH:25]=1. (2) Given the product [C:2]([C:4]1([CH:17]([CH3:19])[CH3:18])[CH2:9][CH2:8][N:7]([C:10]([O:12][C:13]([CH3:15])([CH3:14])[CH3:16])=[O:11])[CH2:6][CH2:5]1)#[N:1], predict the reactants needed to synthesize it. The reactants are: [NH2:1][C:2]([C:4]1([CH:17]([CH3:19])[CH3:18])[CH2:9][CH2:8][N:7]([C:10]([O:12][C:13]([CH3:16])([CH3:15])[CH3:14])=[O:11])[CH2:6][CH2:5]1)=O.N1C(Cl)=NC(Cl)=NC=1Cl. (3) The reactants are: [Li+].[OH-].[NH2:3][C:4]1[C:5]([C:11]([O:13]CC)=[O:12])=[N:6][C:7]([Cl:10])=[N:8][CH:9]=1.Cl. Given the product [NH2:3][C:4]1[C:5]([C:11]([OH:13])=[O:12])=[N:6][C:7]([Cl:10])=[N:8][CH:9]=1, predict the reactants needed to synthesize it. (4) The reactants are: [Cl:1][C:2]1[CH:7]=[CH:6][CH:5]=[CH:4][C:3]=1[C:8]1[C:9]([CH2:27][C:28](=[O:37])[NH:29][C:30](=[NH:36])[N:31]2[CH:35]=[CH:34][CH:33]=N2)=[C:10]([C:13]2[CH:26]=[CH:25][C:16]([C:17]([NH:19][CH:20]([CH2:23][CH3:24])[CH2:21][CH3:22])=[O:18])=[CH:15][CH:14]=2)[S:11][CH:12]=1.NCCC[OH:42].C(N(C(C)C)CC)(C)C. Given the product [Cl:1][C:2]1[CH:7]=[CH:6][CH:5]=[CH:4][C:3]=1[C:8]1[C:9]([CH2:27][C:28]([NH:29][C:30]([NH:31][CH2:35][CH2:34][CH2:33][OH:42])=[NH:36])=[O:37])=[C:10]([C:13]2[CH:14]=[CH:15][C:16]([C:17]([NH:19][CH:20]([CH2:21][CH3:22])[CH2:23][CH3:24])=[O:18])=[CH:25][CH:26]=2)[S:11][CH:12]=1, predict the reactants needed to synthesize it.